From a dataset of Catalyst prediction with 721,799 reactions and 888 catalyst types from USPTO. Predict which catalyst facilitates the given reaction. Reactant: S(=O)(=O)(O)[O-].[CH3:6][O:7][C:8]1[CH:13]=[C:12]([NH:14][C:15]2[CH:20]=[CH:19][CH:18]=[CH:17][CH:16]=2)[CH:11]=[CH:10][C:9]=1[N+:21]#[N:22].C([O-])(O)=O.[Na+].[S:28]([O-:48])([O:31][CH2:32][CH2:33][CH2:34][CH2:35][CH2:36][CH2:37][CH2:38][CH2:39][CH2:40][CH2:41][CH2:42][CH2:43][CH2:44][CH2:45][CH2:46][CH3:47])(=[O:30])=[O:29].[Na+]. Product: [CH2:32]([O:31][S:28]([O-:48])(=[O:30])=[O:29])[CH2:33][CH2:34][CH2:35][CH2:36][CH2:37][CH2:38][CH2:39][CH2:40][CH2:41][CH2:42][CH2:43][CH2:44][CH2:45][CH2:46][CH3:47].[CH3:6][O:7][C:8]1[CH:13]=[C:12]([NH:14][C:15]2[CH:20]=[CH:19][CH:18]=[CH:17][CH:16]=2)[CH:11]=[CH:10][C:9]=1[N+:21]#[N:22]. The catalyst class is: 6.